From a dataset of Human Reference Interactome with 51,813 positive PPI pairs across 8,248 proteins, plus equal number of experimentally-validated negative pairs. Binary Classification. Given two protein amino acid sequences, predict whether they physically interact or not. (1) Protein 1 (ENSG00000198042) has sequence MQSDDVIWDTLGNKQFCSFKIRTKTQSFCRNEYSLTGLCNRSSCPLANSQYATIKEEKGQCYLYMKVIERAAFPRRLWERVRLSKNYEKALEQIDENLIYWPRFIRHKCKQRFTKITQYLIRIRKLTLKRQRKLVPLSKKVERREKRREEKALIAAQLDNAIEKELLERLKQDTYGDIYNFPIHAFDKALEQQEAESDSSDTEEKDDDDDDEEDVGKREFVEDGEVDESDISDFEDMDKLDASSDEDQDGKSSSEEEEEKALSAKHKGKMPLRGPLQRKRAYVEIEYEQETEPVAKAKTT.... Protein 2 (ENSG00000169228) has sequence MSGQRVDVKVVMLGKEYVGKTSLVERYVHDRFLVGPYQNTIGAAFVAKVMSVGDRTVTLGIWDTAGSERYEAMSRIYYRGAKAAIVCYDLTDSSSFERAKFWVKELRSLEEGCQIYLCGTKSDLLEEDRRRRRVDFHDVQDYADNIKAQLFETSSKTGQSVDELFQKVAEDYVSVAAFQVMTEDKGVDLGQKPNPYFYSCCHH*MAPISSLSLQTIGAAFVAKVMSVGDRTVTLGIWDTAGSERYEAMSRIYYRGAKAAIVCYDLTDSSSFERAKFWVKELRSLEEGCQIYLCGTKSDLL.... Result: 0 (the proteins do not interact). (2) Protein 1 (ENSG00000139679) has sequence MVSVNSSHCFYNDSFKYTLYGCMFSMVFVLGLISNCVAIYIFICVLKVRNETTTYMINLAMSDLLFVFTLPFRIFYFTTRNWPFGDLLCKISVMLFYTNMYGSILFLTCISVDRFLAIVYPFKSKTLRTKRNAKIVCTGVWLTVIGGSAPAVFVQSTHSQGNNASEACFENFPEATWKTYLSRIVIFIEIVGFFIPLILNVTCSSMVLKTLTKPVTLSRSKINKTKVLKMIFVHLIIFCFCFVPYNINLILYSLVRTQTFVNCSVVAAVRTMYPITLCIAVSNCCFDPIVYYFTSDTIQN.... Protein 2 (ENSG00000156639) has sequence MGDAGSERSKAPSLPPRCPCGFWGSSKTMNLCSKCFADFQKKQPDDDSAPSTSNSQSDLFSEETTSDNNNTSITTPTLSPSQQPLPTELNVTSPSKEECGPCTDTAHVSLITPTKRSCGTDSQSENEASPVKRPRLLENTERSEETSRSKQKSRRRCFQCQTKLELVQQELGSCRCGYVFCMLHRLPEQHDCTFDHMGRGREEAIMKMVKLDRKVGRSCQRIGEGCS*XSSKTMNLCSKCFADFQKKQPDDDSAPSTSNSQSDLFSEETTSDNNNTSITTPTLSPSQQPLPTELNVTSPS.... Result: 0 (the proteins do not interact). (3) Protein 1 (ENSG00000125458) has sequence MARSVRVLVDMDGVLADFEAGLLRGFRRRFPEEPHVPLEQRRGFLAREQYRALRPDLADKVASVYEAPGFFLDLEPIPGALDAVREMNDLPDTQVFICTSPLLKYHHCVGEKYRWVEQHLGPQFVERIILTRDKTVVLGDLLIDDKDTVRGQEETPSWEHILFTCCHNRHLVLPPTRRRLLSWSDNWREILDSKRGAAQRE*MARSVRVLVDMDGVLADFEAGLLRGFRRRFPEEPHVPLEQRRGFLAREQYRALRPDLADKVASVYEAPGFFLDLEPIPGALDAVREMNDLPDPLLKYH.... Protein 2 (ENSG00000173928) has sequence MPAAGPPLLLLGTPGSGKTALLFAAALEAAGEGQGPVLFLTRRPLQSMPRGTGTTLDPMRLQKIRFQYPPSTRELFRLLCSAHEAPGPAPSLLLLDGLEEYLAEDPEPQEAAYLIALLLDTAAHFSHRLGPGRDCGLMVALQTQEEAGSGDVLHLALLQRYFPAQCWLQPDAPGPGEHGLRACLEPGGLGPRTEWWVTFRSDGEMMIAPWPTQAGDPSSGKGSSSGGQP*MAETLRRVLTRGGAAWSGEENMPAAGPPLLLLGTPGSGKTALLFAAALEAAGEGQGPVLFLTRRPLQSMP.... Result: 0 (the proteins do not interact). (4) Protein 1 (ENSG00000187243) has sequence MAEGSFSVQSESYSVEDMDEGSDEVGEEEMVEGNDYEEFGAFGGYGTLTSFDIHILRAFGSLGPGLRILSNEPWELENPVLAQTLVEALQLDPETLANETAARAANVARAAASNRAARAAAAAARTAFSQVVASHRVATPQVSGEDTQPTTYAAEAQGPTPEPPLASPQTSQMLVTSKMAAPEAPATSAQSQTGSPAQEAATEGPSSACAFSQAPCAREVDANRPSTAFLGQNDVFDFTQPAGVSGMAFPRPKRPAPAQEAATEGPSAASGVPQTGPGREVAATRPKTTKSGKALAKTRW.... Protein 2 (ENSG00000089351) has sequence MFDTTPHSGRSTPSSSPSLRKRLQLLPPSRPPPEPEPGTMVEKGSDSSSEKGGVPGTPSTQSLGSRNFIRNSKKMQSWYSMLSPTYKQRNEDFRKLFSKLPEAERLIVDYSCALQREILLQGRLYLSENWICFYSNIFRWETTISIQLKEVTCLKKEKTAKLIPNAIQICTESEKHFFTSFGARDRCFLLIFRLWQNALLEKTLSPRELWHLVHQCYGSELGLTSEDEDYVSPLQLNGLGTPKEVGDVIALSDITSSGAADRSQEPSPVGSRRGHVTPNLSRASSDADHGAEEDKEEQVD.... Result: 0 (the proteins do not interact). (5) Protein 1 (ENSG00000104866) has sequence MEIAPQEAPPVPGADGDIEEAPAEAGSPSPASPPADGRLKAAAKRVTFPSDEDIVSGAVEPKDPWRHAQNVTVDEVIGAYKQACQKLNCRQIPKLLRQLQEFTDLGHRLDCLDLKGEKLDYKTCEALEEVFKRLQFKVVDLEQTNLDEDGASALFDMIEYYESATHLNISFNKHIGTRGWQAAAHMMRKTSCLQYLDARNTPLLDHSAPFVARALRIRSSLAVLHLENASLSGRPLMLLATALKMNMNLRELYLADNKLNGLQDSAQLGNLLKFNCSLQILDLRNNHVLDSGLAYICEGL.... Protein 2 (ENSG00000112530) has sequence MVAEKETLSLNKCPDKMPKRTKLLAQQPLPVHQPHSLVSEGFTVKAMMKNSVVRGPPAAGAFKERPTKPTAFRKFYERGDFPIALEHDSKGNKIAWKVEIEKLDYHHYLPLFFDGLCEMTFPYEFFARQGIHDMLEHGGNKILPVLPQLIIPIKNALNLRNRQVICVTLKVLQHLVVSAEMVGKALVPYYRQILPVLNIFKNMNGSYSLPRLECSGAIMARCNLDHLGSSDPPTSASQVAEIIVNSGDGIDYSQQKRENIGDLIQETLEAFERYGGENAFINIKYVVPTYESCLLN*MVA.... Result: 0 (the proteins do not interact).